The task is: Predict the product of the given reaction.. This data is from Forward reaction prediction with 1.9M reactions from USPTO patents (1976-2016). Given the reactants [NH2:1][C:2]1[N:10]=[CH:9][N:8]=[C:7]2[C:3]=1[N:4]=[C:5]([S:18][C:19]1[CH:27]=[CH:26][C:22]3[O:23][CH2:24][O:25][C:21]=3[CH:20]=1)[N:6]2[CH2:11][CH2:12][CH2:13][O:14]C(=O)C.C([O-])([O-])=O.[K+].[K+], predict the reaction product. The product is: [NH2:1][C:2]1[N:10]=[CH:9][N:8]=[C:7]2[C:3]=1[N:4]=[C:5]([S:18][C:19]1[CH:27]=[CH:26][C:22]3[O:23][CH2:24][O:25][C:21]=3[CH:20]=1)[N:6]2[CH2:11][CH2:12][CH2:13][OH:14].